This data is from Forward reaction prediction with 1.9M reactions from USPTO patents (1976-2016). The task is: Predict the product of the given reaction. The product is: [N:27]1[CH:28]=[CH:29][C:24]([C:21]2[C:22]([C:38]3[CH:46]=[CH:45][C:44]([C:47]([F:50])([F:49])[F:48])=[C:43]4[C:39]=3[CH:40]=[N:41][NH:42]4)=[C:18]3[N:17]=[CH:16][CH:15]=[C:14]([CH:9]4[CH2:8][CH:7]5[N:6]([C:4]([O:3][CH2:1][CH3:2])=[O:5])[CH:11]([CH2:12][CH2:13]5)[CH2:10]4)[N:19]3[N:20]=2)=[CH:25][CH:26]=1. Given the reactants [CH2:1]([O:3][C:4]([N:6]1[CH:11]2[CH2:12][CH2:13][CH:7]1[CH2:8][CH:9]([C:14]1[N:19]3[N:20]=[C:21]([C:24]4[CH:29]=[CH:28][N:27]=[CH:26][CH:25]=4)[C:22](I)=[C:18]3[N:17]=[CH:16][CH:15]=1)[CH2:10]2)=[O:5])[CH3:2].CC1(C)C(C)(C)OB([C:38]2[CH:46]=[CH:45][C:44]([C:47]([F:50])([F:49])[F:48])=[C:43]3[C:39]=2[CH:40]=[N:41][NH:42]3)O1, predict the reaction product.